This data is from Full USPTO retrosynthesis dataset with 1.9M reactions from patents (1976-2016). The task is: Predict the reactants needed to synthesize the given product. (1) The reactants are: [CH3:1][N:2]([CH3:14])[C:3]1[CH:8]=[CH:7][C:6]([Br:9])=[C:5]([N+:10]([O-])=O)[C:4]=1[CH3:13]. Given the product [Br:9][C:6]1[CH:7]=[CH:8][C:3]([N:2]([CH3:14])[CH3:1])=[C:4]([CH3:13])[C:5]=1[NH2:10], predict the reactants needed to synthesize it. (2) Given the product [F:1][C:2]1[C:10]([N+:11]([O-:13])=[O:12])=[CH:9][C:8]([F:14])=[CH:7][C:3]=1[C:4]([O:6][CH3:15])=[O:5], predict the reactants needed to synthesize it. The reactants are: [F:1][C:2]1[C:10]([N+:11]([O-:13])=[O:12])=[CH:9][C:8]([F:14])=[CH:7][C:3]=1[C:4]([OH:6])=[O:5].[CH3:15][Si](Cl)(C)C. (3) Given the product [Cl:21][C:3]1[CH:4]=[C:5]([CH2:8][CH2:9][CH2:10][CH2:11][C:12]2[CH:13]=[CH:14][C:15]([NH2:18])=[CH:16][CH:17]=2)[CH:6]=[CH:7][C:2]=1[Cl:1], predict the reactants needed to synthesize it. The reactants are: [Cl:1][C:2]1[CH:7]=[CH:6][C:5](/[CH:8]=[CH:9]/[CH:10]=[CH:11][C:12]2[CH:17]=[CH:16][C:15]([N+:18]([O-])=O)=[CH:14][CH:13]=2)=[CH:4][C:3]=1[Cl:21].CO. (4) The reactants are: Br[C:2]1[C:3]([CH:23]([CH3:25])[CH3:24])=[N:4][C:5]([N:10]2[CH2:15][CH2:14][N:13]([C:16](=[O:21])[CH2:17][CH2:18][O:19][CH3:20])[C@H:12]([CH3:22])[CH2:11]2)=[C:6]([CH:9]=1)[C:7]#[N:8].C(Cl)Cl.[Br-].[CH2:30]([Zn+])[C:31]1[CH:36]=[CH:35][CH:34]=[CH:33][CH:32]=1. Given the product [CH2:30]([C:2]1[C:3]([CH:23]([CH3:25])[CH3:24])=[N:4][C:5]([N:10]2[CH2:15][CH2:14][N:13]([C:16](=[O:21])[CH2:17][CH2:18][O:19][CH3:20])[C@H:12]([CH3:22])[CH2:11]2)=[C:6]([CH:9]=1)[C:7]#[N:8])[C:31]1[CH:36]=[CH:35][CH:34]=[CH:33][CH:32]=1, predict the reactants needed to synthesize it. (5) Given the product [NH2:8][C:7]1[C:2]([Cl:1])=[C:3]([C:12]2[C:13](=[O:23])[N:14]([CH3:22])[C:15]3[C:20]([CH:21]=2)=[CH:19][CH:18]=[CH:17][CH:16]=3)[C:4]([Cl:11])=[CH:5][CH:6]=1, predict the reactants needed to synthesize it. The reactants are: [Cl:1][C:2]1[C:7]([N+:8]([O-])=O)=[CH:6][CH:5]=[C:4]([Cl:11])[C:3]=1[C:12]1[C:13](=[O:23])[N:14]([CH3:22])[C:15]2[C:20]([CH:21]=1)=[CH:19][CH:18]=[CH:17][CH:16]=2. (6) Given the product [CH2:22]([N:24]([CH2:25][CH3:26])[C:2]1[CH:7]=[C:6]([NH:8][C:9]2[CH:14]=[CH:13][C:12]([S:15]([NH2:18])(=[O:17])=[O:16])=[CH:11][CH:10]=2)[N:5]2[N:19]=[CH:20][N:21]=[C:4]2[N:3]=1)[CH3:23], predict the reactants needed to synthesize it. The reactants are: Cl[C:2]1[CH:7]=[C:6]([NH:8][C:9]2[CH:14]=[CH:13][C:12]([S:15]([NH2:18])(=[O:17])=[O:16])=[CH:11][CH:10]=2)[N:5]2[N:19]=[CH:20][N:21]=[C:4]2[N:3]=1.[CH2:22]([NH:24][CH2:25][CH3:26])[CH3:23]. (7) Given the product [CH2:3]([O:7][C:9]1[CH:14]=[C:13]([O:15][CH2:16][C:17]#[CH:18])[N:12]=[CH:11][N:10]=1)[CH2:4][C:5]#[CH:6], predict the reactants needed to synthesize it. The reactants are: [H-].[Na+].[CH2:3]([OH:7])[CH2:4][C:5]#[CH:6].Cl[C:9]1[CH:14]=[C:13]([O:15][CH2:16][C:17]#[CH:18])[N:12]=[CH:11][N:10]=1.[Cl-].[NH4+]. (8) Given the product [Br:1][C:2]1[CH:3]=[C:4]2[C:8](=[CH:9][CH:10]=1)[NH:7][C:6](=[O:11])[C:5]2=[CH:22][C:21]1[NH:20][CH:19]=[C:18]2[C:13](=[O:12])[O:14][CH2:15][CH2:16][C:17]=12, predict the reactants needed to synthesize it. The reactants are: [Br:1][C:2]1[CH:3]=[C:4]2[C:8](=[CH:9][CH:10]=1)[NH:7][C:6](=[O:11])[CH2:5]2.[O:12]=[C:13]1[C:18]2=[CH:19][NH:20][C:21]([CH:22]=O)=[C:17]2[CH2:16][CH2:15][O:14]1. (9) Given the product [CH3:36][Si:12]([CH3:11])([CH3:37])[CH2:13][CH2:14][O:15][CH2:16][N:17]1[C:21]2[N:22]=[CH:23][N:24]=[C:25]([C:26]3[CH:27]=[N:28][N:29]([CH2:31][CH2:32][CH2:33][OH:34])[CH:30]=3)[C:20]=2[CH:19]=[CH:18]1, predict the reactants needed to synthesize it. The reactants are: [H-].C([Al+]CC(C)C)C(C)C.[CH3:11][Si:12]([CH3:37])([CH3:36])[CH2:13][CH2:14][O:15][CH2:16][N:17]1[C:21]2[N:22]=[CH:23][N:24]=[C:25]([C:26]3[CH:27]=[N:28][N:29]([CH2:31][CH2:32][C:33]([O-])=[O:34])[CH:30]=3)[C:20]=2[CH:19]=[CH:18]1.C(Cl)Cl.